From a dataset of Full USPTO retrosynthesis dataset with 1.9M reactions from patents (1976-2016). Predict the reactants needed to synthesize the given product. (1) The reactants are: [Cl:1][C:2]1[CH:3]=[C:4]2[C:8](=[CH:9][CH:10]=1)[NH:7][C:6]([CH2:11][C:12]([OH:14])=O)=[CH:5]2.CN(C(ON1N=NC2C=CC=CC1=2)=[N+](C)C)C.[B-](F)(F)(F)F.C(N(C(C)C)CC)(C)C.[Cl:46][C:47]1[CH:48]=[C:49]([NH2:60])[CH:50]=[CH:51][C:52]=1[C:53]([N:55]1[CH2:59][CH:58]=[CH:57][CH2:56]1)=[O:54].ClCl. Given the product [Cl:46][C:47]1[CH:48]=[C:49]([NH:60][C:12](=[O:14])[CH2:11][C:6]2[NH:7][C:8]3[C:4]([CH:5]=2)=[CH:3][C:2]([Cl:1])=[CH:10][CH:9]=3)[CH:50]=[CH:51][C:52]=1[C:53]([N:55]1[CH2:56][CH:57]=[CH:58][CH2:59]1)=[O:54], predict the reactants needed to synthesize it. (2) Given the product [C:41]([C:30]1[CH:29]=[C:28]([C:25]2[CH:24]=[CH:23][N:22]=[C:21]3[CH:20]=[C:19]([C:16]4[CH:15]=[CH:14][C:13]([C:12]([NH:11][CH2:10][CH2:9][NH:7][CH3:6])=[O:43])=[CH:18][CH:17]=4)[O:27][C:26]=23)[CH:33]=[CH:32][C:31]=1[O:34][CH:35]1[CH2:36][CH2:37][O:38][CH2:39][CH2:40]1)#[N:42], predict the reactants needed to synthesize it. The reactants are: C(O[C:6](=O)[N:7]([CH2:9][CH2:10][NH:11][C:12](=[O:43])[C:13]1[CH:18]=[CH:17][C:16]([C:19]2[O:27][C:26]3[C:21](=[N:22][CH:23]=[CH:24][C:25]=3[C:28]3[CH:33]=[CH:32][C:31]([O:34][CH:35]4[CH2:40][CH2:39][O:38][CH2:37][CH2:36]4)=[C:30]([C:41]#[N:42])[CH:29]=3)[CH:20]=2)=[CH:15][CH:14]=1)C)(C)(C)C.FC(F)(F)C(O)=O.